This data is from Catalyst prediction with 721,799 reactions and 888 catalyst types from USPTO. The task is: Predict which catalyst facilitates the given reaction. Reactant: C(O[CH2:4][N:5]1[C:9]2=[N:10][C:11]3[N:12]([CH3:26])[C:13](=[O:25])[N:14]([CH2:18][CH2:19][CH2:20][CH2:21][C@H:22]([OH:24])[CH3:23])[C:15](=[O:17])[C:16]=3[N:8]2[CH2:7][CH2:6]1)C.[H][H]. Product: [CH3:26][N:12]1[C:11]2[N:10]=[C:9]3[N:5]([CH3:4])[CH2:6][CH2:7][N:8]3[C:16]=2[C:15](=[O:17])[N:14]([CH2:18][CH2:19][CH2:20][CH2:21][C@H:22]([OH:24])[CH3:23])[C:13]1=[O:25]. The catalyst class is: 331.